This data is from Forward reaction prediction with 1.9M reactions from USPTO patents (1976-2016). The task is: Predict the product of the given reaction. (1) Given the reactants [NH2:1][C:2]1[CH:3]=[N:4][CH:5]=[C:6]([Br:8])[CH:7]=1.[CH3:9][C:10]([CH3:12])=O.CC(O)=O.[BH3-]C#N.[Na+], predict the reaction product. The product is: [Br:8][C:6]1[CH:7]=[C:2]([NH:1][CH:10]([CH3:12])[CH3:9])[CH:3]=[N:4][CH:5]=1. (2) Given the reactants [Cl:1][C:2]1[CH:7]=[C:6]([Cl:8])[CH:5]=[C:4]([Cl:9])[C:3]=1[CH2:10][CH2:11][C:12](=O)[CH3:13].C([O-])(=O)C.[NH4+].C([BH3-])#[N:21].[Na+].C(OCC)(=O)C, predict the reaction product. The product is: [CH3:13][CH:12]([NH2:21])[CH2:11][CH2:10][C:3]1[C:2]([Cl:1])=[CH:7][C:6]([Cl:8])=[CH:5][C:4]=1[Cl:9]. (3) Given the reactants [NH2:1][C:2]1[C:7]([C:8]#[N:9])=[C:6]([C:10]2[CH:15]=[CH:14][C:13]([O:16][CH2:17][C@H:18]3[CH2:22][O:21]C(C)(C)[O:19]3)=[CH:12][CH:11]=2)[C:5]([C:25]#[N:26])=[C:4]([O:27][CH2:28][C:29]2[N:30]=[C:31]([C:34]3[CH:39]=[CH:38][C:37]([Cl:40])=[CH:36][CH:35]=3)[O:32][CH:33]=2)[N:3]=1.O, predict the reaction product. The product is: [NH2:1][C:2]1[C:7]([C:8]#[N:9])=[C:6]([C:10]2[CH:11]=[CH:12][C:13]([O:16][CH2:17][C@H:18]([OH:19])[CH2:22][OH:21])=[CH:14][CH:15]=2)[C:5]([C:25]#[N:26])=[C:4]([O:27][CH2:28][C:29]2[N:30]=[C:31]([C:34]3[CH:35]=[CH:36][C:37]([Cl:40])=[CH:38][CH:39]=3)[O:32][CH:33]=2)[N:3]=1. (4) Given the reactants [CH3:1][S:2]([C:5]1[C:6]([O:16][C:17]2[CH:22]=[CH:21][CH:20]=[C:19]([S:23]([F:28])([F:27])([F:26])([F:25])[F:24])[CH:18]=2)=[CH:7][C:8]([CH3:15])=[C:9]([CH:14]=1)[C:10]([O:12][CH3:13])=[O:11])(=[O:4])=[O:3].[N+:29]([O-])([OH:31])=[O:30], predict the reaction product. The product is: [CH3:1][S:2]([C:5]1[C:6]([O:16][C:17]2[CH:22]=[CH:21][C:20]([N+:29]([O-:31])=[O:30])=[C:19]([S:23]([F:27])([F:26])([F:28])([F:24])[F:25])[CH:18]=2)=[CH:7][C:8]([CH3:15])=[C:9]([CH:14]=1)[C:10]([O:12][CH3:13])=[O:11])(=[O:4])=[O:3]. (5) Given the reactants [CH2:1]([O:8][C:9]1[C:17]([O:18][CH3:19])=[CH:16][C:12]([C:13]([OH:15])=O)=[CH:11][C:10]=1[O:20][CH3:21])[C:2]1[CH:7]=[CH:6][CH:5]=[CH:4][CH:3]=1.[F:22][C:23]1([F:31])[CH2:27][NH:26][C@H:25]([C:28]([OH:30])=[O:29])[CH2:24]1, predict the reaction product. The product is: [CH2:1]([O:8][C:9]1[C:10]([O:20][CH3:21])=[CH:11][C:12]([C:13]([N:26]2[CH2:27][C:23]([F:31])([F:22])[CH2:24][C@H:25]2[C:28]([OH:30])=[O:29])=[O:15])=[CH:16][C:17]=1[O:18][CH3:19])[C:2]1[CH:3]=[CH:4][CH:5]=[CH:6][CH:7]=1. (6) Given the reactants C(N(CCC)[C:5]1[CH:10]=[CH:9][C:8]([NH:11][C:12](=[O:27])[C:13]2[CH:18]=[CH:17][C:16]([CH2:19][NH:20][CH2:21][C:22]3[NH:23][CH:24]=[CH:25][N:26]=3)=[CH:15][CH:14]=2)=[CH:7][CH:6]=1)CC.[CH3:31][O:32][CH2:33][O:34][CH2:35][CH2:36][N:37]1[CH:41]=[CH:40][N:39]=[C:38]1[CH:42]=O.[C:44]([BH3-])#[N:45].[Na+].[OH-].[Na+], predict the reaction product. The product is: [CH2:6]([N:45]([CH2:44][C:5]1[CH:6]=[CH:7][C:8]([NH:11][C:12](=[O:27])[C:13]2[CH:14]=[CH:15][C:16]([CH2:19][N:20]([CH2:21][C:22]3[NH:26][CH:25]=[CH:24][N:23]=3)[CH2:42][C:38]3[N:37]([CH2:36][CH2:35][O:34][CH2:33][O:32][CH3:31])[CH:41]=[CH:40][N:39]=3)=[CH:17][CH:18]=2)=[CH:9][CH:10]=1)[CH2:7][CH2:8][CH3:9])[CH2:5][CH3:10].